This data is from Forward reaction prediction with 1.9M reactions from USPTO patents (1976-2016). The task is: Predict the product of the given reaction. (1) The product is: [N:34]([C@@H:37]([C@@H:75]([C:82]1[CH:83]=[CH:84][C:85]([Cl:88])=[CH:86][CH:87]=1)[CH:76]1[CH2:81][CH2:80][O:79][CH2:78][CH2:77]1)[C:38]([NH:40][C:41]1[CH:46]=[CH:45][CH:44]=[C:43]([F:47])[C:42]=1[CH2:48][CH2:49][C@@H:50]1[N:64]([S:65]([C:68]2[CH:69]=[CH:70][C:71]([F:74])=[CH:72][CH:73]=2)(=[O:66])=[O:67])[C@H:61]([CH3:62])[CH2:60][N:52]([C:53]([O:54][C:55]([CH3:58])([CH3:57])[CH3:56])=[O:59])[CH2:51]1)=[O:39])=[N+:35]=[N-:36]. Given the reactants C1(P(C2C=CC=CC=2)C2C=CC=CC=2)C=CC=CC=1.CC(OC(/N=N/C(OC(C)C)=O)=O)C.[N:34]([C@@H:37]([C@@H:75]([C:82]1[CH:87]=[CH:86][C:85]([Cl:88])=[CH:84][CH:83]=1)[CH:76]1[CH2:81][CH2:80][O:79][CH2:78][CH2:77]1)[C:38]([NH:40][C:41]1[CH:46]=[CH:45][CH:44]=[C:43]([F:47])[C:42]=1[CH2:48][CH2:49][C@H:50]([NH:64][S:65]([C:68]1[CH:73]=[CH:72][C:71]([F:74])=[CH:70][CH:69]=1)(=[O:67])=[O:66])[CH2:51][N:52]([CH2:60][C@@H:61](O)[CH3:62])[C:53](=[O:59])[O:54][C:55]([CH3:58])([CH3:57])[CH3:56])=[O:39])=[N+:35]=[N-:36], predict the reaction product. (2) Given the reactants [S:1]1[CH:5]=[CH:4][C:3]2[CH:6]=[C:7]([C:10]3[CH:17]=[CH:16][CH:15]=[CH:14][C:11]=3[CH:12]=[O:13])[CH:8]=[CH:9][C:2]1=2.[BH4-].[Na+], predict the reaction product. The product is: [S:1]1[CH:5]=[CH:4][C:3]2[CH:6]=[C:7]([C:10]3[CH:17]=[CH:16][CH:15]=[CH:14][C:11]=3[CH2:12][OH:13])[CH:8]=[CH:9][C:2]1=2. (3) Given the reactants [CH3:1][CH:2]1[C:8]2=[C:9]3[C:13](=[CH:14][CH:15]=[C:7]2[O:6][CH2:5][CH2:4][N:3]1[C:16]([O:18][C:19]([CH3:22])([CH3:21])[CH3:20])=[O:17])[NH:12][CH:11]=[CH:10]3.[H-].[Na+].[Cl:25][C:26]1[CH:31]=[C:30]([Cl:32])[CH:29]=[CH:28][C:27]=1[S:33](Cl)(=[O:35])=[O:34], predict the reaction product. The product is: [Cl:25][C:26]1[CH:31]=[C:30]([Cl:32])[CH:29]=[CH:28][C:27]=1[S:33]([N:12]1[C:13]2[C:9](=[C:8]3[CH:2]([CH3:1])[N:3]([C:16]([O:18][C:19]([CH3:21])([CH3:20])[CH3:22])=[O:17])[CH2:4][CH2:5][O:6][C:7]3=[CH:15][CH:14]=2)[CH:10]=[CH:11]1)(=[O:35])=[O:34]. (4) Given the reactants [Br:1][C:2]1[CH:7]=[CH:6][C:5]([C:8]2[N:9]=[C:10]([C:23]([CH3:26])([CH3:25])[CH3:24])[S:11][C:12]=2[C@@H:13]2[CH2:18][CH2:17][CH2:16][CH2:15][C@H:14]2[C:19]([O:21]C)=[O:20])=[CH:4][CH:3]=1.[OH-].[Na+].Cl, predict the reaction product. The product is: [Br:1][C:2]1[CH:3]=[CH:4][C:5]([C:8]2[N:9]=[C:10]([C:23]([CH3:26])([CH3:25])[CH3:24])[S:11][C:12]=2[C@@H:13]2[CH2:18][CH2:17][CH2:16][CH2:15][C@H:14]2[C:19]([OH:21])=[O:20])=[CH:6][CH:7]=1. (5) Given the reactants [F:1][C:2]([F:7])([F:6])[C:3]([OH:5])=[O:4].[CH3:8][S:9]([CH:12]([CH2:22][NH:23]C(=O)OC(C)(C)C)[CH2:13][NH:14]C(=O)OC(C)(C)C)(=[O:11])=[O:10], predict the reaction product. The product is: [F:1][C:2]([F:7])([F:6])[C:3]([OH:5])=[O:4].[F:1][C:2]([F:7])([F:6])[C:3]([OH:5])=[O:4].[CH3:8][S:9]([CH:12]([CH2:22][NH2:23])[CH2:13][NH2:14])(=[O:11])=[O:10].